This data is from Peptide-MHC class II binding affinity with 134,281 pairs from IEDB. The task is: Regression. Given a peptide amino acid sequence and an MHC pseudo amino acid sequence, predict their binding affinity value. This is MHC class II binding data. (1) The MHC is DRB1_0301 with pseudo-sequence DRB1_0301. The peptide sequence is ARRRLRTLVLAPTRV. The binding affinity (normalized) is 0.590. (2) The peptide sequence is IRYPLTFGWCFKLVPVDPREVEEA. The MHC is HLA-DQA10301-DQB10301 with pseudo-sequence HLA-DQA10301-DQB10301. The binding affinity (normalized) is 0.227. (3) The peptide sequence is TAYEGQRVVFIQPSPV. The MHC is DRB1_0401 with pseudo-sequence DRB1_0401. The binding affinity (normalized) is 0.467. (4) The peptide sequence is AVMLTFDNAGMWNVR. The MHC is DRB1_1302 with pseudo-sequence DRB1_1302. The binding affinity (normalized) is 0.729. (5) The peptide sequence is KASFEEGKCGLNSVD. The MHC is HLA-DQA10303-DQB10402 with pseudo-sequence HLA-DQA10303-DQB10402. The binding affinity (normalized) is 0.393. (6) The peptide sequence is PALFFTFLANLNLTE. The MHC is DRB1_0404 with pseudo-sequence DRB1_0404. The binding affinity (normalized) is 0.653.